This data is from Reaction yield outcomes from USPTO patents with 853,638 reactions. The task is: Predict the reaction yield, written as a fraction of the theoretical maximum amount of product (1.0 means a 100% yield; for example, 0.34 means a 34% yield). (1) The catalyst is CO.C1COCC1.[Pd]. The yield is 0.890. The product is [OH:8][C:9]1[C:13]([OH:14])=[C:12]([C:22]2[CH:27]=[CH:26][CH:25]=[CH:24][N:23]=2)[N:11]([C:28]2[CH:33]=[CH:32][C:31]([O:34][CH3:35])=[CH:30][CH:29]=2)[C:10]=1[C:36]([O:38][CH2:39][CH3:40])=[O:37]. The reactants are C([O:8][C:9]1[C:13]([O:14]CC2C=CC=CC=2)=[C:12]([C:22]2[CH:27]=[CH:26][CH:25]=[CH:24][N:23]=2)[N:11]([C:28]2[CH:33]=[CH:32][C:31]([O:34][CH3:35])=[CH:30][CH:29]=2)[C:10]=1[C:36]([O:38][CH2:39][CH3:40])=[O:37])C1C=CC=CC=1. (2) The reactants are [O:1]=[C:2]1[NH:7][C:6]([C:8]2[CH:9]=[C:10]3[C:15](=[CH:16][CH:17]=2)[N:14]=[CH:13][CH:12]=[C:11]3[N:18]2[CH2:23][CH2:22][CH2:21][C@H:20]([NH:24][C:25](=[O:31])[O:26][C:27]([CH3:30])([CH3:29])[CH3:28])[CH2:19]2)=[N:5][CH:4]=[CH:3]1.C(N(C(C)C)CC)(C)C.[F:41][C:42]([F:61])([F:60])[S:43](N(C1C=CC=CC=1)[S:43]([C:42]([F:61])([F:60])[F:41])(=[O:45])=[O:44])(=[O:45])=[O:44]. The catalyst is C(Cl)Cl. The product is [F:41][C:42]([F:61])([F:60])[S:43]([O:1][C:2]1[CH:3]=[CH:4][N:5]=[C:6]([C:8]2[CH:9]=[C:10]3[C:15](=[CH:16][CH:17]=2)[N:14]=[CH:13][CH:12]=[C:11]3[N:18]2[CH2:23][CH2:22][CH2:21][C@H:20]([NH:24][C:25]([O:26][C:27]([CH3:28])([CH3:30])[CH3:29])=[O:31])[CH2:19]2)[N:7]=1)(=[O:45])=[O:44]. The yield is 0.500.